Dataset: NCI-60 drug combinations with 297,098 pairs across 59 cell lines. Task: Regression. Given two drug SMILES strings and cell line genomic features, predict the synergy score measuring deviation from expected non-interaction effect. (1) Drug 1: CNC(=O)C1=CC=CC=C1SC2=CC3=C(C=C2)C(=NN3)C=CC4=CC=CC=N4. Drug 2: CCC1(C2=C(COC1=O)C(=O)N3CC4=CC5=C(C=CC(=C5CN(C)C)O)N=C4C3=C2)O.Cl. Cell line: NCI-H322M. Synergy scores: CSS=-7.32, Synergy_ZIP=0.490, Synergy_Bliss=-6.29, Synergy_Loewe=-7.23, Synergy_HSA=-8.09. (2) Drug 1: CC12CCC3C(C1CCC2=O)CC(=C)C4=CC(=O)C=CC34C. Drug 2: COC1=C2C(=CC3=C1OC=C3)C=CC(=O)O2. Cell line: A498. Synergy scores: CSS=36.2, Synergy_ZIP=0.924, Synergy_Bliss=3.17, Synergy_Loewe=0.928, Synergy_HSA=0.655.